Task: Predict the product of the given reaction.. Dataset: Forward reaction prediction with 1.9M reactions from USPTO patents (1976-2016) (1) Given the reactants [F:1][C:2]([F:7])([F:6])[C:3]([OH:5])=[O:4].[NH2:8][CH:9]1[CH2:14][CH:13]2[CH2:15][CH2:16][CH:10]1[CH2:11][C:12]2=[O:17].[CH:18](=O)[C:19]1[CH:24]=[CH:23][CH:22]=[CH:21][CH:20]=1, predict the reaction product. The product is: [F:1][C:2]([F:7])([F:6])[C:3]([OH:5])=[O:4].[C:19]1([CH:18]2[CH:11]3[C:12](=[O:17])[CH:13]4[CH2:15][CH2:16][CH:10]3[CH:9]([CH2:14]4)[NH:8]2)[CH:24]=[CH:23][CH:22]=[CH:21][CH:20]=1. (2) Given the reactants [F-].[K+].[NH2:3][CH2:4][C:5]1[N:10]=[C:9]([CH3:11])[N:8]=[C:7]([O:12][C:13]2[CH:18]=[CH:17][C:16]([CH2:19][S:20]([N:23]([CH3:31])C(=O)OC(C)(C)C)(=[O:22])=[O:21])=[CH:15][CH:14]=2)[CH:6]=1.Cl[C:33]1[N:38]=[CH:37][C:36]([Cl:39])=[CH:35][N:34]=1, predict the reaction product. The product is: [Cl:39][C:36]1[CH:35]=[N:34][C:33]([NH:3][CH2:4][C:5]2[N:10]=[C:9]([CH3:11])[N:8]=[C:7]([O:12][C:13]3[CH:14]=[CH:15][C:16]([CH2:19][S:20]([NH:23][CH3:31])(=[O:21])=[O:22])=[CH:17][CH:18]=3)[CH:6]=2)=[N:38][CH:37]=1.